Dataset: Peptide-MHC class I binding affinity with 185,985 pairs from IEDB/IMGT. Task: Regression. Given a peptide amino acid sequence and an MHC pseudo amino acid sequence, predict their binding affinity value. This is MHC class I binding data. (1) The peptide sequence is VMLLVHYAI. The MHC is HLA-A23:01 with pseudo-sequence HLA-A23:01. The binding affinity (normalized) is 0.579. (2) The peptide sequence is YLIGGSATL. The MHC is HLA-A02:01 with pseudo-sequence HLA-A02:01. The binding affinity (normalized) is 1.00. (3) The peptide sequence is YAIAHGVAL. The MHC is H-2-Kb with pseudo-sequence H-2-Kb. The binding affinity (normalized) is 0.270. (4) The peptide sequence is KIEDLINQLV. The MHC is HLA-A02:03 with pseudo-sequence HLA-A02:03. The binding affinity (normalized) is 0.606.